Dataset: Forward reaction prediction with 1.9M reactions from USPTO patents (1976-2016). Task: Predict the product of the given reaction. (1) The product is: [CH2:14]([O:16][P:17]([C:22]([C:25]1[CH:30]=[CH:29][C:28]([CH2:31][N:10]2[CH2:11][CH2:12][N:8]([CH2:1][C:2]3[CH:7]=[CH:6][CH:5]=[CH:4][CH:3]=3)[C:9]2=[O:13])=[CH:27][C:26]=1[Br:33])([F:24])[F:23])(=[O:21])[O:18][CH2:19][CH3:20])[CH3:15]. Given the reactants [CH2:1]([N:8]1[CH2:12][CH2:11][NH:10][C:9]1=[O:13])[C:2]1[CH:7]=[CH:6][CH:5]=[CH:4][CH:3]=1.[CH2:14]([O:16][P:17]([C:22]([C:25]1[CH:30]=[CH:29][C:28]([CH2:31]Br)=[CH:27][C:26]=1[Br:33])([F:24])[F:23])(=[O:21])[O:18][CH2:19][CH3:20])[CH3:15].[H-].[Na+], predict the reaction product. (2) Given the reactants [CH3:1][C:2]1[O:7][C:6]([CH3:9])([CH3:8])[C:5]2=[C:10]([OH:14])[CH:11]=[CH:12][CH:13]=[C:4]2[N:3]=1.Cl[C:16]1[CH:21]=[CH:20][C:19]([N+:22]([O-:24])=[O:23])=[CH:18][N:17]=1.CN(C=O)C, predict the reaction product. The product is: [CH3:1][C:2]1[O:7][C:6]([CH3:8])([CH3:9])[C:5]2[C:10]([O:14][C:16]3[CH:21]=[CH:20][C:19]([N+:22]([O-:24])=[O:23])=[CH:18][N:17]=3)=[CH:11][CH:12]=[CH:13][C:4]=2[N:3]=1. (3) Given the reactants F[C:2]1[CH:3]=[C:4]([C:9]2[O:13][N:12]=[C:11]([C:14]([N:16]3[CH2:21][C@H:20]([CH2:22][CH:23]([CH3:25])[CH3:24])[NH:19][C:18](=[O:26])[C@@H:17]3[CH2:27][CH:28]([CH3:30])[CH3:29])=[O:15])[CH:10]=2)[CH:5]=[CH:6][C:7]=1F.C([C@@H]1NC[C@H](CC(C)C)NC1=O)C(C)C.[Cl:46]C1C=CC(C2ON=C(C(O)=O)C=2)=CC=1, predict the reaction product. The product is: [Cl:46][C:7]1[CH:6]=[CH:5][C:4]([C:9]2[O:13][N:12]=[C:11]([C:14]([N:16]3[CH2:21][C@H:20]([CH2:22][CH:23]([CH3:25])[CH3:24])[NH:19][C:18](=[O:26])[C@@H:17]3[CH2:27][CH:28]([CH3:30])[CH3:29])=[O:15])[CH:10]=2)=[CH:3][CH:2]=1.